From a dataset of Forward reaction prediction with 1.9M reactions from USPTO patents (1976-2016). Predict the product of the given reaction. (1) Given the reactants [H-].[Al+3].[Li+].[H-].[H-].[H-].[CH3:7][O:8][CH2:9][CH2:10][CH2:11][N:12]1[C:17]2[CH:18]=[C:19]([CH2:22][O:23][C@H:24]3[CH2:29][N:28](S(C4C=CC(C)=CC=4)(=O)=O)[CH2:27][C@@H:26]([O:40][CH2:41][C@H:42]([OH:44])[CH3:43])[C@@H:25]3[C:45]3[CH:50]=[CH:49][C:48]([CH2:51][O:52][CH2:53][CH2:54][S:55][CH3:56])=[CH:47][CH:46]=3)[CH:20]=[CH:21][C:16]=2[O:15][CH2:14][CH2:13]1, predict the reaction product. The product is: [CH3:7][O:8][CH2:9][CH2:10][CH2:11][N:12]1[C:17]2[CH:18]=[C:19]([CH2:22][O:23][C@H:24]3[CH2:29][NH:28][CH2:27][C@@H:26]([O:40][CH2:41][C@H:42]([OH:44])[CH3:43])[C@@H:25]3[C:45]3[CH:50]=[CH:49][C:48]([CH2:51][O:52][CH2:53][CH2:54][S:55][CH3:56])=[CH:47][CH:46]=3)[CH:20]=[CH:21][C:16]=2[O:15][CH2:14][CH2:13]1. (2) Given the reactants Cl[C:2]1[CH:7]=[C:6]([C:8]2[CH2:13][CH2:12][CH2:11][CH2:10][CH:9]=2)[N:5]=[C:4]2[CH2:14][CH2:15][CH2:16][C:3]=12.[NH2:17][C:18]1[CH:23]=[CH:22][C:21]([CH2:24][C:25]([O:27][CH2:28][CH3:29])=[O:26])=[CH:20][CH:19]=1, predict the reaction product. The product is: [C:8]1([C:6]2[N:5]=[C:4]3[CH2:14][CH2:15][CH2:16][C:3]3=[C:2]([NH:17][C:18]3[CH:19]=[CH:20][C:21]([CH2:24][C:25]([O:27][CH2:28][CH3:29])=[O:26])=[CH:22][CH:23]=3)[CH:7]=2)[CH2:13][CH2:12][CH2:11][CH2:10][CH:9]=1. (3) Given the reactants [F:1][C:2]1[CH:7]=[CH:6][C:5]([C:8]2[CH:13]([OH:14])[CH2:12][N:11]([C:15]3[N:20]=[CH:19][N:18]([CH2:21][C:22]4[S:23][C:24]([C:27]([F:30])([F:29])[F:28])=[CH:25][CH:26]=4)[C:17](=[O:31])[N:16]=3)[CH2:10][CH:9]=2)=[CH:4][CH:3]=1.[C:32](OC(=O)C)(=[O:34])[CH3:33].C([O-])(=O)C.[Na+], predict the reaction product. The product is: [C:32]([O:14][CH:13]1[C:8]([C:5]2[CH:4]=[CH:3][C:2]([F:1])=[CH:7][CH:6]=2)=[CH:9][CH2:10][N:11]([C:15]2[N:20]=[CH:19][N:18]([CH2:21][C:22]3[S:23][C:24]([C:27]([F:28])([F:29])[F:30])=[CH:25][CH:26]=3)[C:17](=[O:31])[N:16]=2)[CH2:12]1)(=[O:34])[CH3:33]. (4) The product is: [CH3:4][CH:5]([CH2:16][CH2:17][CH2:18][CH:19]([CH3:21])[CH3:20])[CH2:6][CH2:7][O:8][C:9]1[CH:10]=[C:11]([O:23][B:24]([OH:27])[OH:25])[CH:12]=[CH:13][CH:14]=1. Given the reactants [Mg].II.[CH3:4][CH:5]([CH2:16][CH2:17][CH2:18][CH:19]([CH3:21])[CH3:20])[CH2:6][CH2:7][O:8][C:9]1[CH:10]=[C:11](Br)[CH:12]=[CH:13][CH:14]=1.C[O:23][B:24]([O:27]C)[O:25]C.S(=O)(=O)(O)O, predict the reaction product. (5) The product is: [OH:7][CH:6]([C:2]1[S:1][CH:5]=[CH:4][N:3]=1)[C@H:8]1[CH2:13][CH2:12][C@H:11]([C:14]([O:16][CH3:17])=[O:15])[CH2:10][CH2:9]1. Given the reactants [S:1]1[CH:5]=[CH:4][N:3]=[C:2]1[C:6]([C@H:8]1[CH2:13][CH2:12][C@H:11]([C:14]([O:16][CH3:17])=[O:15])[CH2:10][CH2:9]1)=[O:7].[BH4-].[Na+], predict the reaction product.